This data is from NCI-60 drug combinations with 297,098 pairs across 59 cell lines. The task is: Regression. Given two drug SMILES strings and cell line genomic features, predict the synergy score measuring deviation from expected non-interaction effect. Cell line: NCI/ADR-RES. Drug 2: CC12CCC3C(C1CCC2OP(=O)(O)O)CCC4=C3C=CC(=C4)OC(=O)N(CCCl)CCCl.[Na+]. Drug 1: C1=C(C(=O)NC(=O)N1)F. Synergy scores: CSS=22.6, Synergy_ZIP=-12.6, Synergy_Bliss=-11.2, Synergy_Loewe=-20.1, Synergy_HSA=-11.1.